From a dataset of Reaction yield outcomes from USPTO patents with 853,638 reactions. Predict the reaction yield, written as a fraction of the theoretical maximum amount of product (1.0 means a 100% yield; for example, 0.34 means a 34% yield). (1) The reactants are O1CCN(CCC#N)CC1.[CH:11]([C:13]1[CH:14]=[C:15]([CH:31]=[CH:32][C:33]=1[O:34][CH3:35])[O:16][CH2:17][C:18]1[CH:30]=[CH:29][C:21]([C:22]([O:24]C(C)(C)C)=[O:23])=[CH:20][CH:19]=1)=O.Cl.[NH2:37][C:38]1C=CC=[CH:40][CH:39]=1.Cl.[NH2:45][C:46]([NH2:48])=[NH:47]. The catalyst is CCO.CS(C)=O. The product is [NH2:48][C:46]1[N:47]=[C:38]([NH2:37])[C:39]([CH2:11][C:13]2[CH:14]=[C:15]([O:16][CH2:17][C:18]3[CH:19]=[CH:20][C:21]([C:22]([OH:24])=[O:23])=[CH:29][CH:30]=3)[CH:31]=[CH:32][C:33]=2[O:34][CH3:35])=[CH:40][N:45]=1. The yield is 0.0800. (2) The reactants are Cl[C:2]1[N:6]([CH3:7])[N:5]=[CH:4][C:3]=1[N+:8]([O-:10])=[O:9].[OH:11][C@H:12]1[CH2:16][CH2:15][NH:14][CH2:13]1. No catalyst specified. The product is [CH3:7][N:6]1[C:2]([N:14]2[CH2:15][CH2:16][C@H:12]([OH:11])[CH2:13]2)=[C:3]([N+:8]([O-:10])=[O:9])[CH:4]=[N:5]1. The yield is 0.960. (3) The reactants are [Br:1]N1C(=O)CCC1=O.[NH2:9][C:10]1[S:11][CH:12]=[C:13]([C:15]([CH3:18])([CH3:17])[CH3:16])[N:14]=1.CCCCCC. The catalyst is C(Cl)(Cl)(Cl)Cl. The product is [NH2:9][C:10]1[S:11][C:12]([Br:1])=[C:13]([C:15]([CH3:18])([CH3:17])[CH3:16])[N:14]=1. The yield is 0.937. (4) The reactants are Br[CH:2]([C:9](=[O:14])[C:10]([CH3:13])([CH3:12])[CH3:11])[C:3](=O)[C:4]([CH3:7])([CH3:6])[CH3:5].[NH2:15][C:16]([NH2:18])=[S:17].C(=O)([O-])O.[Na+]. The catalyst is C(O)C. The product is [NH2:18][C:16]1[S:17][C:2]([C:9](=[O:14])[C:10]([CH3:13])([CH3:12])[CH3:11])=[C:3]([C:4]([CH3:7])([CH3:6])[CH3:5])[N:15]=1. The yield is 0.945. (5) The reactants are [C:1]1([CH3:23])[CH:6]=[CH:5][C:4]([N:7]=[C:8]2[NH:12][C:11](=[O:13])[C:10](=[CH:14][CH2:15][CH2:16][C:17]3[CH:22]=[CH:21][CH:20]=[CH:19][CH:18]=3)[S:9]2)=[CH:3][CH:2]=1.[Li+].[BH4-]. The catalyst is N1C=CC=CC=1.C1COCC1. The product is [C:1]1([CH3:23])[CH:2]=[CH:3][C:4]([N:7]=[C:8]2[NH:12][C:11](=[O:13])[CH:10]([CH2:14][CH2:15][CH2:16][C:17]3[CH:22]=[CH:21][CH:20]=[CH:19][CH:18]=3)[S:9]2)=[CH:5][CH:6]=1. The yield is 0.100. (6) The reactants are [CH3:1][CH:2]1[N:7]([CH3:8])[CH2:6][CH2:5][N:4]2[N:9]=[C:10]([NH2:12])[CH:11]=[C:3]12.[C:13]([O:16][CH2:17][C:18]1[C:19]([N:33]2[CH2:44][CH2:43][N:42]3[C:35](=[CH:36][C:37]4[CH2:38][C:39](C)([CH3:45])[CH2:40][C:41]=43)[C:34]2=[O:47])=[N:20][CH:21]=[CH:22][C:23]=1[C:24]1[CH:29]=[C:28](Br)[C:27](=[O:31])[N:26]([CH3:32])[CH:25]=1)(=[O:15])[CH3:14].CC1(C)C2C(=C(P(C3C=CC=CC=3)C3C=CC=CC=3)C=CC=2)OC2C(P(C3C=CC=CC=3)C3C=CC=CC=3)=CC=CC1=2.C([O-])([O-])=O.[Cs+].[Cs+]. The catalyst is C1C=CC(/C=C/C(/C=C/C2C=CC=CC=2)=O)=CC=1.C1C=CC(/C=C/C(/C=C/C2C=CC=CC=2)=O)=CC=1.C1C=CC(/C=C/C(/C=C/C2C=CC=CC=2)=O)=CC=1.[Pd].[Pd].O1CCOCC1. The product is [C:13]([O:16][CH2:17][C:18]1[C:19]([N:33]2[CH2:44][CH2:43][N:42]3[C:41]4[CH2:40][CH2:39][CH2:45][CH2:38][C:37]=4[CH:36]=[C:35]3[C:34]2=[O:47])=[N:20][CH:21]=[CH:22][C:23]=1[C:24]1[CH:29]=[C:28]([NH:12][C:10]2[CH:11]=[C:3]3[CH:2]([CH3:1])[N:7]([CH3:8])[CH2:6][CH2:5][N:4]3[N:9]=2)[C:27](=[O:31])[N:26]([CH3:32])[CH:25]=1)(=[O:15])[CH3:14]. The yield is 0.820.